Task: Predict the reaction yield, written as a fraction of the theoretical maximum amount of product (1.0 means a 100% yield; for example, 0.34 means a 34% yield).. Dataset: Reaction yield outcomes from USPTO patents with 853,638 reactions (1) The reactants are C([Li])CCC.Br[C:7]1[S:8][CH:9]=[CH:10][N:11]=1.[O:12]1[C:16]2([CH2:21][CH2:20][C:19](=[O:22])[CH2:18][CH2:17]2)[O:15][CH2:14][CH2:13]1. The catalyst is C(OCC)C. The product is [S:8]1[CH:9]=[CH:10][N:11]=[C:7]1[C:19]1([OH:22])[CH2:20][CH2:21][C:16]2([O:15][CH2:14][CH2:13][O:12]2)[CH2:17][CH2:18]1. The yield is 0.940. (2) The reactants are [CH2:1]([CH:3]([CH2:6][CH2:7][CH2:8][CH3:9])[CH2:4][OH:5])[CH3:2].[H-].[Na+].[F:12][C:13]1[CH:18]=[CH:17][C:16]([N:19]2[C:24](=[O:25])[C:23](OS(C3C=CC(C)=CC=3)(=O)=O)=[C:22]([C:37]3[CH:42]=[CH:41][C:40]([S:43]([CH3:46])(=[O:45])=[O:44])=[CH:39][CH:38]=3)[CH:21]=[N:20]2)=[CH:15][CH:14]=1. The catalyst is C1COCC1. The product is [F:12][C:13]1[CH:18]=[CH:17][C:16]([N:19]2[C:24](=[O:25])[C:23]([O:5][CH2:4][CH:3]([CH2:1][CH3:2])[CH2:6][CH2:7][CH2:8][CH3:9])=[C:22]([C:37]3[CH:42]=[CH:41][C:40]([S:43]([CH3:46])(=[O:44])=[O:45])=[CH:39][CH:38]=3)[CH:21]=[N:20]2)=[CH:15][CH:14]=1. The yield is 0.600. (3) The reactants are [CH3:1][C:2]([CH:12]=[CH2:13])([C:6]([CH3:11])([CH3:10])[CH2:7][CH:8]=[CH2:9])[CH2:3][CH2:4][OH:5].CCN(CC)CC.[C:21](OC(=O)C)(=[O:23])[CH3:22]. The catalyst is C(Cl)Cl.CN(C1C=CN=CC=1)C.O. The product is [C:21]([O:5][CH2:4][CH2:3][C:2]([CH3:1])([CH:12]=[CH2:13])[C:6]([CH3:11])([CH3:10])[CH2:7][CH:8]=[CH2:9])(=[O:23])[CH3:22]. The yield is 0.900.